From a dataset of Catalyst prediction with 721,799 reactions and 888 catalyst types from USPTO. Predict which catalyst facilitates the given reaction. (1) Reactant: [C:1]([C:3]1[CH:4]=[C:5]([CH:9]=[CH:10][C:11]=1[F:12])[C:6](O)=[O:7])#[N:2].C1N=CN(C(N2C=NC=C2)=O)C=1.[BH4-].[Na+]. Product: [F:12][C:11]1[CH:10]=[CH:9][C:5]([CH2:6][OH:7])=[CH:4][C:3]=1[C:1]#[N:2]. The catalyst class is: 7. (2) Reactant: [Cl:1][C:2]1[CH:3]=[N:4][C:5]([NH:8][NH2:9])=[N:6][CH:7]=1.Cl.O1CCOCC1.[CH:17]([CH:19]([CH:25]=O)[C:20]([O:22][CH2:23][CH3:24])=[O:21])=O. Product: [Cl:1][C:2]1[CH:3]=[N:4][C:5]([N:8]2[CH:25]=[C:19]([C:20]([O:22][CH2:23][CH3:24])=[O:21])[CH:17]=[N:9]2)=[N:6][CH:7]=1. The catalyst class is: 8. (3) Reactant: CCN(C(C)C)C(C)C.[OH:10][C:11]1[C:20]([OH:21])=[C:19]2[C:14]([CH:15]=[C:16]([C:23]([OH:25])=O)[C:17](=[O:22])[O:18]2)=[CH:13][CH:12]=1.CN(C(ON1N=NC2C=CC=NC1=2)=[N+](C)C)C.F[P-](F)(F)(F)(F)F.[N:50]1[C:51]([C:59]2[CH:60]=[C:61]([NH2:65])[CH:62]=[CH:63][CH:64]=2)=[CH:52][N:53]2[CH:58]=[CH:57][CH:56]=[CH:55][C:54]=12. Product: [N:50]1[C:51]([C:59]2[CH:60]=[C:61]([NH:65][C:23]([C:16]3[C:17](=[O:22])[O:18][C:19]4[C:14]([CH:15]=3)=[CH:13][CH:12]=[C:11]([OH:10])[C:20]=4[OH:21])=[O:25])[CH:62]=[CH:63][CH:64]=2)=[CH:52][N:53]2[CH:58]=[CH:57][CH:56]=[CH:55][C:54]=12. The catalyst class is: 3. (4) Reactant: [NH2:1][C:2]1[CH:3]=[C:4]([NH:18][C:19]([C:21]2[C:22]([C:27]3[CH:32]=[CH:31][C:30]([C:33]([F:36])([F:35])[F:34])=[CH:29][CH:28]=3)=[CH:23][CH:24]=[CH:25][CH:26]=2)=[O:20])[CH:5]=[CH:6][C:7]=1[N:8]([CH3:17])[CH2:9][CH2:10][C:11]1[CH:16]=[CH:15][CH:14]=[CH:13][N:12]=1.[C:37](Cl)(=[O:39])[CH3:38].C(N(CC)CC)C.C(OCC)(=O)C. Product: [C:37]([NH:1][C:2]1[CH:3]=[C:4]([NH:18][C:19]([C:21]2[C:22]([C:27]3[CH:28]=[CH:29][C:30]([C:33]([F:36])([F:34])[F:35])=[CH:31][CH:32]=3)=[CH:23][CH:24]=[CH:25][CH:26]=2)=[O:20])[CH:5]=[CH:6][C:7]=1[N:8]([CH3:17])[CH2:9][CH2:10][C:11]1[CH:16]=[CH:15][CH:14]=[CH:13][N:12]=1)(=[O:39])[CH3:38]. The catalyst class is: 30.